This data is from Catalyst prediction with 721,799 reactions and 888 catalyst types from USPTO. The task is: Predict which catalyst facilitates the given reaction. (1) Reactant: [C:1]1([S:11]([NH2:14])(=[O:13])=[O:12])[C:2]([S:7]([NH2:10])(=[O:9])=[O:8])=[CH:3][CH:4]=[CH:5][CH:6]=1.[C:15]1([C:21]2[O:22][C:23]3[CH:29]=[C:28]([C:30](O)=[O:31])[CH:27]=[CH:26][C:24]=3[CH:25]=2)[CH:20]=[CH:19][CH:18]=[CH:17][CH:16]=1.C(Cl)CCl. Product: [C:15]1([C:21]2[O:22][C:23]3[CH:29]=[C:28]([C:30]([NH:10][S:7]([C:2]4[CH:3]=[CH:4][CH:5]=[CH:6][C:1]=4[S:11](=[O:13])(=[O:12])[NH2:14])(=[O:9])=[O:8])=[O:31])[CH:27]=[CH:26][C:24]=3[CH:25]=2)[CH:20]=[CH:19][CH:18]=[CH:17][CH:16]=1. The catalyst class is: 241. (2) The catalyst class is: 5. Product: [NH2:1][C:2]1[C:20]([C:21]#[CH:22])=[CH:19][C:5]([O:6][C:7]2[CH:17]=[C:16]([F:18])[CH:15]=[CH:14][C:8]=2[C:9]([O:11][CH2:12][CH3:13])=[O:10])=[C:4]([Cl:27])[CH:3]=1. Reactant: [NH2:1][C:2]1[C:20]([C:21]#[C:22][Si](C)(C)C)=[CH:19][C:5]([O:6][C:7]2[CH:17]=[C:16]([F:18])[CH:15]=[CH:14][C:8]=2[C:9]([O:11][CH2:12][CH3:13])=[O:10])=[C:4]([Cl:27])[CH:3]=1.[F-].[Cs+]. (3) Reactant: [C:1]([NH:5][C:6](=[O:31])[C:7]1[CH:12]=[CH:11][CH:10]=[C:9]([CH2:13][N:14]2[CH2:19][CH2:18][N:17]([C:20](=[O:30])[C:21]3[CH:26]=[CH:25][C:24]([N+:27]([O-])=O)=[CH:23][CH:22]=3)[CH2:16][CH2:15]2)[CH:8]=1)([CH3:4])([CH3:3])[CH3:2].[H][H]. Product: [NH2:27][C:24]1[CH:25]=[CH:26][C:21]([C:20]([N:17]2[CH2:18][CH2:19][N:14]([CH2:13][C:9]3[CH:8]=[C:7]([CH:12]=[CH:11][CH:10]=3)[C:6]([NH:5][C:1]([CH3:4])([CH3:3])[CH3:2])=[O:31])[CH2:15][CH2:16]2)=[O:30])=[CH:22][CH:23]=1. The catalyst class is: 94. (4) Reactant: [C:1]([C:3]1[CH:4]=[C:5]2[C:9](=[CH:10][CH:11]=1)[NH:8][C:7]([Si](CC)(CC)CC)=[C:6]2[CH2:19][CH2:20][NH:21][C:22]([C:24]1[CH:28]=[C:27]([CH2:29][C:30]2[CH:35]=[C:34]([F:36])[CH:33]=[CH:32][C:31]=2[F:37])[O:26][N:25]=1)=[O:23])#[N:2]. Product: [C:1]([C:3]1[CH:4]=[C:5]2[C:9](=[CH:10][CH:11]=1)[NH:8][CH:7]=[C:6]2[CH2:19][CH2:20][NH:21][C:22]([C:24]1[CH:28]=[C:27]([CH2:29][C:30]2[CH:35]=[C:34]([F:36])[CH:33]=[CH:32][C:31]=2[F:37])[O:26][N:25]=1)=[O:23])#[N:2]. The catalyst class is: 55. (5) Reactant: [CH2:1]([NH:3][C:4]1[C:9](I)=[C:8]([CH3:11])[N:7]=[C:6]([NH2:12])[N:5]=1)[CH3:2].[C:13]([O:17][CH2:18][CH3:19])(=[O:16])[CH:14]=[CH2:15].C(N([CH2:25][CH3:26])CC)C.[OH2:27]. Product: [NH2:12][C:6]1[N:7]=[C:8]([CH3:11])[C:9](/[CH:15]=[CH:14]/[C:13]([O:17][CH2:18][CH3:19])=[O:16])=[C:4]([NH:3][CH:1]2[CH2:26][CH2:25][O:27][CH2:2]2)[N:5]=1. The catalyst class is: 128. (6) Reactant: [CH:1]1([CH:7]2[NH:12][C:11]3[CH:13]=[CH:14][CH:15]=[C:16](C4C=CC=CC=4OC)[C:10]=3[S:9](=[O:26])(=[O:25])[NH:8]2)[CH2:6][CH2:5][CH2:4][CH2:3][CH2:2]1.[CH3:27][O:28][C:29]1[CH:30]=[C:31](B(O)O)[CH:32]=[CH:33][CH:34]=1. Product: [CH:1]1([CH:7]2[NH:12][C:11]3[CH:13]=[CH:14][CH:15]=[C:16]([C:33]4[CH:32]=[CH:31][CH:30]=[C:29]([O:28][CH3:27])[CH:34]=4)[C:10]=3[S:9](=[O:26])(=[O:25])[NH:8]2)[CH2:6][CH2:5][CH2:4][CH2:3][CH2:2]1. The catalyst class is: 45. (7) Reactant: [CH3:1][N:2]([CH3:23])[CH2:3][CH2:4][N:5]1[CH2:10][CH2:9][S:8][C:7]2[CH:11]=[C:12]([NH:15][C:16]([C:18]3[S:19][CH:20]=[CH:21][CH:22]=3)=[NH:17])[CH:13]=[CH:14][C:6]1=2.[ClH:24]. Product: [ClH:24].[ClH:24].[CH3:1][N:2]([CH3:23])[CH2:3][CH2:4][N:5]1[CH2:10][CH2:9][S:8][C:7]2[CH:11]=[C:12]([NH:15][C:16]([C:18]3[S:19][CH:20]=[CH:21][CH:22]=3)=[NH:17])[CH:13]=[CH:14][C:6]1=2. The catalyst class is: 8. (8) Reactant: C([O:3][C:4]([C:6]1[CH:7]=[N:8][C:9]2[C:14]([C:15]=1[OH:16])=[N:13][C:12]([CH3:17])=[CH:11][CH:10]=2)=[O:5])C.Cl. Product: [OH:16][C:15]1[C:14]2[C:9](=[CH:10][CH:11]=[C:12]([CH3:17])[N:13]=2)[N:8]=[CH:7][C:6]=1[C:4]([OH:5])=[O:3]. The catalyst class is: 500. (9) Reactant: C([SiH](CC)CC)C.[Cl:8][C:9]1[CH:10]=[C:11]([CH:15]=[N:16][NH:17][C:18](=[O:27])[C:19]2[CH:24]=[CH:23][C:22]([Cl:25])=[CH:21][C:20]=2[Cl:26])[CH:12]=[CH:13][CH:14]=1. Product: [Cl:8][C:9]1[CH:10]=[C:11]([CH2:15][NH:16][NH:17][C:18](=[O:27])[C:19]2[CH:24]=[CH:23][C:22]([Cl:25])=[CH:21][C:20]=2[Cl:26])[CH:12]=[CH:13][CH:14]=1. The catalyst class is: 55.